Dataset: Catalyst prediction with 721,799 reactions and 888 catalyst types from USPTO. Task: Predict which catalyst facilitates the given reaction. (1) Reactant: [NH2:1][CH2:2][C:3]([OH:5])=[O:4].[OH-].[Na+].[F:8][C:9]([F:20])([F:19])[C:10]1[CH:11]=[C:12]([CH:16]=[CH:17][CH:18]=1)[C:13](Cl)=[O:14].Cl. Product: [F:8][C:9]([F:19])([F:20])[C:10]1[CH:11]=[C:12]([CH:16]=[CH:17][CH:18]=1)[C:13]([NH:1][CH2:2][C:3]([OH:5])=[O:4])=[O:14]. The catalyst class is: 10. (2) Reactant: [C:1]([C:3]1[S:7][C:6]([NH:8][C:9](=[O:15])[CH2:10][CH2:11][C:12]([OH:14])=O)=[N:5][CH:4]=1)#[N:2].C(Cl)(=O)C(Cl)=O. Product: [O:14]=[C:12]1[CH2:11][CH2:10][C:9](=[O:15])[N:8]1[C:6]1[S:7][C:3]([C:1]#[N:2])=[CH:4][N:5]=1. The catalyst class is: 120. (3) Reactant: [CH2:1]([O:3][C:4]([C:6]1[NH:10][N:9]=[C:8]([C:11]2[N:12]=[CH:13][C:14]([F:25])=[C:15]3[C:19]([C:20](=[O:24])[C:21](O)=[O:22])=[CH:18][NH:17][C:16]=23)[CH:7]=1)=[O:5])[CH3:2].CN(C(ON1N=NC2C=CC=CC1=2)=[N+](C)C)C.[B-](F)(F)(F)F.C(N(C(C)C)CC)(C)C.[C:57]1([C:63]2[C:67]([N:68]3[CH2:73][CH2:72][NH:71][CH2:70][CH2:69]3)=[CH:66][NH:65][N:64]=2)[CH:62]=[CH:61][CH:60]=[CH:59][CH:58]=1. Product: [F:25][C:14]1[CH:13]=[N:12][C:11]([C:8]2[CH:7]=[C:6]([C:4]([O:3][CH2:1][CH3:2])=[O:5])[NH:10][N:9]=2)=[C:16]2[NH:17][CH:18]=[C:19]([C:20](=[O:24])[C:21](=[O:22])[N:71]3[CH2:72][CH2:73][N:68]([C:67]4[C:63]([C:57]5[CH:62]=[CH:61][CH:60]=[CH:59][CH:58]=5)=[N:64][NH:65][CH:66]=4)[CH2:69][CH2:70]3)[C:15]=12. The catalyst class is: 3. (4) Reactant: [OH:1][C@H:2]1[C@@H:6]([OH:7])[C@H:5]([CH2:8][OH:9])[O:4][C@H:3]1[N:10]1[CH:18]=[N:17][C:16]2[C:11]1=[N:12][C:13]([N:25]1[CH:29]=[C:28](/[CH:30]=[CH:31]/[C:32]([O:34][CH2:35][CH3:36])=[O:33])[CH:27]=[N:26]1)=[N:14][C:15]=2[NH:19][CH:20]1[CH2:24][CH2:23][CH2:22][CH2:21]1. Product: [OH:1][C@H:2]1[C@@H:6]([OH:7])[C@H:5]([CH2:8][OH:9])[O:4][C@H:3]1[N:10]1[CH:18]=[N:17][C:16]2[C:11]1=[N:12][C:13]([N:25]1[CH:29]=[C:28]([CH2:30][CH2:31][C:32]([O:34][CH2:35][CH3:36])=[O:33])[CH:27]=[N:26]1)=[N:14][C:15]=2[NH:19][CH:20]1[CH2:24][CH2:23][CH2:22][CH2:21]1. The catalyst class is: 43. (5) Reactant: [N+:1]([C:4]1[CH:5]=[C:6]([C:10]2[C:11](=O)[O:12][C:13](=[O:15])[CH:14]=2)[CH:7]=[CH:8][CH:9]=1)([O-:3])=[O:2].O.[NH2:18][NH2:19].O. Product: [N+:1]([C:4]1[CH:5]=[C:6]([C:10]2[C:11](=[O:12])[NH:18][NH:19][C:13](=[O:15])[CH:14]=2)[CH:7]=[CH:8][CH:9]=1)([O-:3])=[O:2]. The catalyst class is: 15. (6) Reactant: [CH3:1][C:2]1[S:3][CH:4]=[CH:5][N:6]=1.[Li]CCCC.[C:12]1([P:18]([N@:26]2[CH2:28][CH:27]2[CH2:29][O:30][C:31]2[CH:32]=[C:33]([C:37]3[CH:38]=[C:39]4[C:44](=[C:45]([NH2:47])[N:46]=3)[CH:43]=[N:42][C:41]3[CH:48]=[C:49]([O:54][CH3:55])[C:50]([O:52][CH3:53])=[CH:51][C:40]4=3)[CH:34]=[N:35][CH:36]=2)([C:20]2[CH:25]=[CH:24][CH:23]=[CH:22][CH:21]=2)=[O:19])[CH:17]=[CH:16][CH:15]=[CH:14][CH:13]=1. Product: [NH2:47][C:45]1[N:46]=[C:37]([C:33]2[CH:32]=[C:31]([O:30][CH2:29][C@@H:27]([NH:26][P:18]([C:12]3[CH:17]=[CH:16][CH:15]=[CH:14][CH:13]=3)([C:20]3[CH:21]=[CH:22][CH:23]=[CH:24][CH:25]=3)=[O:19])[CH2:28][CH2:1][C:2]3[S:3][CH:4]=[CH:5][N:6]=3)[CH:36]=[N:35][CH:34]=2)[CH:38]=[C:39]2[C:44]=1[CH:43]=[N:42][C:41]1[CH:48]=[C:49]([O:54][CH3:55])[C:50]([O:52][CH3:53])=[CH:51][C:40]2=1. The catalyst class is: 1.